Dataset: Forward reaction prediction with 1.9M reactions from USPTO patents (1976-2016). Task: Predict the product of the given reaction. (1) Given the reactants C(=O)([O-])[O-].[K+].[K+].Br[CH2:8][C:9]([O:11][C:12]([CH3:15])([CH3:14])[CH3:13])=[O:10].[CH3:16][C:17]1[CH:22]=[C:21]([C:23]2[O:24][C:25]3[N:26]=[C:27]([S:36][CH3:37])[N:28]=[C:29]([O:32][CH2:33][CH2:34][CH3:35])[C:30]=3[N:31]=2)[CH:20]=[C:19]([CH3:38])[C:18]=1[OH:39].O, predict the reaction product. The product is: [CH3:16][C:17]1[CH:22]=[C:21]([C:23]2[O:24][C:25]3[N:26]=[C:27]([S:36][CH3:37])[N:28]=[C:29]([O:32][CH2:33][CH2:34][CH3:35])[C:30]=3[N:31]=2)[CH:20]=[C:19]([CH3:38])[C:18]=1[O:39][CH2:8][C:9]([O:11][C:12]([CH3:15])([CH3:14])[CH3:13])=[O:10]. (2) Given the reactants [NH2:1][C@@H:2]([CH3:17])[C:3]([C:11]1[CH:16]=[CH:15][CH:14]=[CH:13][CH:12]=1)([C:5]1[CH:10]=[CH:9][CH:8]=[CH:7][CH:6]=1)[OH:4].[OH:18][C:19]1[CH:31]=[CH:30][C:22]2[C:23]([CH2:26][C:27]([OH:29])=[O:28])=[CH:24][O:25][C:21]=2[CH:20]=1, predict the reaction product. The product is: [NH2:1][C@@H:2]([CH3:17])[C:3]([C:11]1[CH:16]=[CH:15][CH:14]=[CH:13][CH:12]=1)([C:5]1[CH:10]=[CH:9][CH:8]=[CH:7][CH:6]=1)[OH:4].[OH:18][C:19]1[CH:31]=[CH:30][C:22]2[C@H:23]([CH2:26][C:27]([OH:29])=[O:28])[CH2:24][O:25][C:21]=2[CH:20]=1.